From a dataset of Kinase inhibitor bioactivity data combining Ki, Kd, and IC50 measurements. Regression. Given a target protein amino acid sequence and a drug SMILES string, predict the binding affinity score between them. We predict KIBA score (integrated kinase binding score). Dataset: kiba. (1) The compound is O=S(=O)(O)c1ccc(NCc2ccc3c(c2)OCO3)c2c(O)cccc12. The target protein (Q9UEE5) has sequence MIPLEKPGSGGSSPGATSGSGRAGRGLSGPCRPPPPPQARGLLTEIRAVVRTEPFQDGYSLCPGRELGRGKFAVVRKCIKKDSGKEFAAKFMRKRRKGQDCRMEIIHEIAVLELAQDNPWVINLHEVYETASEMILVLEYAAGGEIFDQCVADREEAFKEKDVQRLMRQILEGVHFLHTRDVVHLDLKPQNILLTSESPLGDIKIVDFGLSRILKNSEELREIMGTPEYVAPEILSYDPISMATDMWSIGVLTYVMLTGISPFLGNDKQETFLNISQMNLSYSEEEFDVLSESAVDFIRTLLVKKPEDRATAEECLKHPWLTQSSIQEPSFRMEKALEEANALQEGHSVPEINSDTDKSETKESIVTEELIVVTSYTLGQCRQSEKEKMEQKAISKRFKFEEPLLQEIPGEFIY. The KIBA score is 11.5. (2) The small molecule is CCS(=O)(=O)Nc1ccc(-c2ccc3[nH]nc(N)c3c2)cc1. The target protein (Q9HBY8) has sequence MQGLLTSGRKPSGGGRCTGRGGWRGQWCLKPWMGGADPPTPTLSCLLLPVPPELPDHCYRMNSSPAGTPSPQPSRANGNINLGPSANPNAQPTDFDFLKVIGKGNYGKVLLAKRKSDGAFYAVKVLQKKSILKKKEQSHIMAERSVLLKNVRHPFLVGLRYSFQTPEKLYFVLDYVNGGELFFHLQRERRFLEPRARFYAAEVASAIGYLHSLNIIYRDLKPENILLDCQGHVVLTDFGLCKEGVEPEDTTSTFCGTPEYLAPEVLRKEPYDRAVDWWCLGAVLYEMLHGLPPFYSQDVSQMYENILHQPLQIPGGRTVAACDLLQSLLHKDQRQRLGSKADFLEIKNHVFFSPINWDDLYHKRLTPPFNPNVTGPADLKHFDPEFTQEAVSKSIGCTPDTVASSSGASSAFLGFSYAPEDDDILDC. The KIBA score is 11.5. (3) The drug is COc1ccc(C(=O)Nc2cnc3[nH]cc(-c4ccccc4)c3c2)cc1. The target protein (P11309) has sequence MPHEPHEPLTPPFSALPDPAGAPSRRQSRQRPQLSSDSPSAFRASRSHSRNATRSHSHSHSPRHSLRHSPGSGSCGSSSGHRPCADILEVGMLLSKINSLAHLRAAPCNDLHATKLAPGKEKEPLESQYQVGPLLGSGGFGSVYSGIRVSDNLPVAIKHVEKDRISDWGELPNGTRVPMEVVLLKKVSSGFSGVIRLLDWFERPDSFVLILERPEPVQDLFDFITERGALQEELARSFFWQVLEAVRHCHNCGVLHRDIKDENILIDLNRGELKLIDFGSGALLKDTVYTDFDGTRVYSPPEWIRYHRYHGRSAAVWSLGILLYDMVCGDIPFEHDEEIIRGQVFFRQRVSSECQHLIRWCLALRPSDRPTFEEIQNHPWMQDVLLPQETAEIHLHSLSPGPSK. The KIBA score is 11.1. (4) The drug is CC(C)(C)c1cc(NC(=O)Nc2cccc3ccccc23)n(-c2cccc(C(=O)NCC#N)c2)n1. The target protein (P42685) has sequence MSNICQRLWEYLEPYLPCLSTEADKSTVIENPGALCSPQSQRHGHYFVALFDYQARTAEDLSFRAGDKLQVLDTLHEGWWFARHLEKRRDGSSQQLQGYIPSNYVAEDRSLQAEPWFFGAIGRSDAEKQLLYSENKTGSFLIRESESQKGEFSLSVLDGAVVKHYRIKRLDEGGFFLTRRRIFSTLNEFVSHYTKTSDGLCVKLGKPCLKIQVPAPFDLSYKTVDQWEIDRNSIQLLKRLGSGQFGEVWEGLWNNTTPVAVKTLKPGSMDPNDFLREAQIMKNLRHPKLIQLYAVCTLEDPIYIITELMRHGSLQEYLQNDTGSKIHLTQQVDMAAQVASGMAYLESRNYIHRDLAARNVLVGEHNIYKVADFGLARVFKVDNEDIYESRHEIKLPVKWTAPEAIRSNKFSIKSDVWSFGILLYEIITYGKMPYSGMTGAQVIQMLAQNYRLPQPSNCPQQFYNIMLECWNAEPKERPTFETLRWKLEDYFETDSSYSDA.... The KIBA score is 12.5.